From a dataset of Catalyst prediction with 721,799 reactions and 888 catalyst types from USPTO. Predict which catalyst facilitates the given reaction. (1) Reactant: C[O:2][C:3]1[CH:4]=[C:5]([CH2:11][CH2:12][C:13]2[CH:18]=[CH:17][C:16]([NH:19][C:20]3[CH:28]=[CH:27][CH:26]=[CH:25][C:21]=3[C:22]([OH:24])=[O:23])=[CH:15][CH:14]=2)[CH:6]=[CH:7][C:8]=1[O:9]C.B(Br)(Br)Br. Product: [OH:2][C:3]1[CH:4]=[C:5]([CH2:11][CH2:12][C:13]2[CH:18]=[CH:17][C:16]([NH:19][C:20]3[CH:28]=[CH:27][CH:26]=[CH:25][C:21]=3[C:22]([OH:24])=[O:23])=[CH:15][CH:14]=2)[CH:6]=[CH:7][C:8]=1[OH:9]. The catalyst class is: 2. (2) Reactant: [CH3:1][NH:2][C@@H:3]1[C:8]2[CH:9]=[CH:10][CH:11]=[CH:12][C:7]=2[C@H:6]([C:13]2[CH:14]=[CH:15][C:16]([Cl:20])=[C:17]([Cl:19])[CH:18]=2)[CH2:5][CH2:4]1.C(O)(C)C.[ClH:25]. Product: [CH3:1][NH:2][C@@H:3]1[C:8]2[CH:9]=[CH:10][CH:11]=[CH:12][C:7]=2[C@H:6]([C:13]2[CH:14]=[CH:15][C:16]([Cl:20])=[C:17]([Cl:19])[CH:18]=2)[CH2:5][CH2:4]1.[ClH:25]. The catalyst class is: 21.